This data is from Forward reaction prediction with 1.9M reactions from USPTO patents (1976-2016). The task is: Predict the product of the given reaction. (1) Given the reactants [O:1]1[CH2:6][CH2:5][N:4]([C:7]2[CH:13]=[CH:12][C:10]([NH2:11])=[CH:9][CH:8]=2)[CH2:3][CH2:2]1.O[CH:15]=[C:16]1[C:24]2[C:19](=[CH:20][CH:21]=[CH:22][CH:23]=2)[NH:18][C:17]1=[O:25], predict the reaction product. The product is: [O:1]1[CH2:2][CH2:3][N:4]([C:7]2[CH:13]=[CH:12][C:10]([NH:11][CH:15]=[C:16]3[C:24]4[C:19](=[CH:20][CH:21]=[CH:22][CH:23]=4)[NH:18][C:17]3=[O:25])=[CH:9][CH:8]=2)[CH2:5][CH2:6]1. (2) Given the reactants CON(C)[C:4]([C:6]1[CH:7]=[CH:8][C:9]2[O:13][C:12]([CH2:14][CH2:15][N:16]3[CH2:20][CH2:19][CH2:18][C@H:17]3[CH3:21])=[CH:11][C:10]=2[CH:22]=1)=[O:5].[CH3:24][C:25]1[CH:30]=[CH:29][C:28]([Mg]Br)=[CH:27][CH:26]=1, predict the reaction product. The product is: [CH3:24][C:25]1[CH:30]=[CH:29][C:28]([C:4]([C:6]2[CH:7]=[CH:8][C:9]3[O:13][C:12]([CH2:14][CH2:15][N:16]4[CH2:20][CH2:19][CH2:18][C@H:17]4[CH3:21])=[CH:11][C:10]=3[CH:22]=2)=[O:5])=[CH:27][CH:26]=1. (3) Given the reactants C([Sn](CCCC)(CCCC)[C:6]1[CH2:7][O:8][C:9]([C:15]2[CH:20]=[C:19]([Cl:21])[CH:18]=[C:17]([Cl:22])[CH:16]=2)([C:11]([F:14])([F:13])[F:12])[CH:10]=1)CCC.[F:31][C:32]1[CH:39]=[CH:38][C:37](I)=[CH:36][C:33]=1[C:34]#[N:35].O, predict the reaction product. The product is: [Cl:21][C:19]1[CH:20]=[C:15]([C:9]2([C:11]([F:14])([F:13])[F:12])[O:8][CH2:7][C:6]([C:37]3[CH:38]=[CH:39][C:32]([F:31])=[C:33]([CH:36]=3)[C:34]#[N:35])=[CH:10]2)[CH:16]=[C:17]([Cl:22])[CH:18]=1.